Dataset: Full USPTO retrosynthesis dataset with 1.9M reactions from patents (1976-2016). Task: Predict the reactants needed to synthesize the given product. (1) Given the product [NH2:1][C@H:2]([C:8]([OH:10])=[O:9])[CH2:3][CH2:4][C:5](=[O:6])[OH:7], predict the reactants needed to synthesize it. The reactants are: [NH:1](C(OCC1C2C(=CC=CC=2)C2C1=CC=CC=2)=O)[C@H:2]([C:8]([OH:10])=[O:9])[CH2:3][CH2:4][C:5](=[O:7])[OH:6].ClCCl. (2) Given the product [NH:1]1[CH2:6][CH2:5][O:4][C:3]2[N:8]=[CH:9][CH:10]=[CH:11][C:2]1=2, predict the reactants needed to synthesize it. The reactants are: [NH:1]1[C:6](=O)[CH2:5][O:4][C:3]2[N:8]=[CH:9][CH:10]=[CH:11][C:2]1=2.[H-].[Al+3].[Li+].[H-].[H-].[H-].O.[OH-].[Na+]. (3) Given the product [CH3:11][N:12]1[CH2:17][CH2:16][CH2:15][C@@H:14]([O:18][C:3](=[O:4])[C:2](=[O:1])[C:6]2[S:7][CH:8]=[CH:9][CH:10]=2)[CH2:13]1, predict the reactants needed to synthesize it. The reactants are: [O:1]=[C:2]([C:6]1[S:7][CH:8]=[CH:9][CH:10]=1)[C:3](Cl)=[O:4].[CH3:11][N:12]1[CH2:17][CH2:16][CH2:15][C@@H:14]([OH:18])[CH2:13]1. (4) The reactants are: [CH2:1]([Zn]CC)C.FC(F)(F)C(O)=O.C(I)I.[Br:16][C:17]1[CH:22]=[CH:21][C:20]([O:23][CH:24]=[CH2:25])=[C:19]([Cl:26])[CH:18]=1. Given the product [Br:16][C:17]1[CH:22]=[CH:21][C:20]([O:23][CH:24]2[CH2:1][CH2:25]2)=[C:19]([Cl:26])[CH:18]=1, predict the reactants needed to synthesize it. (5) Given the product [C:3]([O:22][CH:23]1[CH2:28][C:27]([CH3:30])([CH3:29])[N:26]([O:31][CH2:41][C:40]([OH:44])([CH3:43])[CH3:42])[C:25]([CH3:33])([CH3:32])[CH2:24]1)(=[O:21])[CH2:4][CH2:5][CH2:6][C:7]([O:9][CH:10]1[CH2:15][C:14]([CH3:17])([CH3:16])[N:13]([O:18][CH2:41][C:40]([OH:44])([CH3:43])[CH3:42])[C:12]([CH3:20])([CH3:19])[CH2:11]1)=[O:8], predict the reactants needed to synthesize it. The reactants are: OO.[C:3]([O:22][CH:23]1[CH2:28][C:27]([CH3:30])([CH3:29])[N:26]([OH:31])[C:25]([CH3:33])([CH3:32])[CH2:24]1)(=[O:21])[CH2:4][CH2:5][CH2:6][C:7]([O:9][CH:10]1[CH2:15][C:14]([CH3:17])([CH3:16])[N:13]([OH:18])[C:12]([CH3:20])([CH3:19])[CH2:11]1)=[O:8].S([O-])([O-])=O.[Na+].[Na+].[C:40]([OH:44])([CH3:43])([CH3:42])[CH3:41]. (6) Given the product [F:18][C:15]1[CH:16]=[CH:17][C:12]([CH:10]([O:11][CH3:43])[C:6]2[C:5]3[N:4]([N:3]=[C:2]([NH:1][CH:29]4[CH2:30][CH2:31][N:26]([C:24]5[S:23][N:22]=[C:21]([CH3:20])[N:25]=5)[CH2:27][CH2:28]4)[N:19]=3)[CH:9]=[CH:8][CH:7]=2)=[CH:13][CH:14]=1, predict the reactants needed to synthesize it. The reactants are: [NH2:1][C:2]1[N:19]=[C:5]2[C:6]([CH:10]([C:12]3[CH:17]=[CH:16][C:15]([F:18])=[CH:14][CH:13]=3)[OH:11])=[CH:7][CH:8]=[CH:9][N:4]2[N:3]=1.[CH3:20][C:21]1[N:25]=[C:24]([N:26]2[CH2:31][CH2:30][C:29](=O)[CH2:28][CH2:27]2)[S:23][N:22]=1.[B][B][B][B][B][B][B][B][B][B].[CH3:43]O. (7) Given the product [CH:1]1([CH:5]([C:7]2[CH:11]=[CH:10][S:9][CH:8]=2)[NH2:14])[CH2:4][CH2:3][CH2:2]1, predict the reactants needed to synthesize it. The reactants are: [CH:1]1([C:5]([C:7]2[CH:11]=[CH:10][S:9][CH:8]=2)=O)[CH2:4][CH2:3][CH2:2]1.[BH3-]C#[N:14].[Na+]. (8) Given the product [Br:10][C:7]1[CH:6]=[C:5]2[C:4](=[CH:9][CH:8]=1)[C:3](=[O:13])[N:15]([CH:16]1[CH2:21][CH2:20][C:19](=[O:22])[NH:18][C:17]1=[O:23])[CH2:11]2, predict the reactants needed to synthesize it. The reactants are: CO[C:3](=[O:13])[C:4]1[CH:9]=[CH:8][C:7]([Br:10])=[CH:6][C:5]=1[CH2:11]Br.Cl.[NH2:15][CH:16]1[CH2:21][CH2:20][C:19](=[O:22])[NH:18][C:17]1=[O:23].C(N(CC)CC)C. (9) The reactants are: [OH:1][C:2]1[CH:11]=[CH:10][CH:9]=[C:8]2[C:3]=1[CH:4]=[CH:5][CH:6]=[N:7]2.ClC1C=CC=C(C(OO)=[O:20])C=1. Given the product [OH:1][C:2]1[CH:11]=[CH:10][CH:9]=[C:8]2[C:3]=1[CH:4]=[CH:5][CH:6]=[N+:7]2[O-:20], predict the reactants needed to synthesize it. (10) Given the product [O:29]=[C:27]([N:45]1[CH2:46][CH2:47][N:42]([C:48](=[O:49])[C:50]2[CH:55]=[CH:54][CH:53]=[CH:52][C:51]=2[C:56]([F:59])([F:57])[F:58])[CH2:43][CH2:44]1)[CH2:26][NH:25][C:23]([C:20]1[CH:19]=[C:18]([C:13]2[CH:14]=[CH:15][CH:16]=[CH:17][C:12]=2[O:11][CH3:10])[NH:22][N:21]=1)=[O:24], predict the reactants needed to synthesize it. The reactants are: CCN(C(C)C)C(C)C.[CH3:10][O:11][C:12]1[CH:17]=[CH:16][CH:15]=[CH:14][C:13]=1[C:18]1[NH:22][N:21]=[C:20]([C:23]([NH:25][CH2:26][C:27]([OH:29])=O)=[O:24])[CH:19]=1.CCN=C=NCCCN(C)C.Cl.[N:42]1([C:48]([C:50]2[CH:55]=[CH:54][CH:53]=[CH:52][C:51]=2[C:56]([F:59])([F:58])[F:57])=[O:49])[CH2:47][CH2:46][NH:45][CH2:44][CH2:43]1.